Dataset: Reaction yield outcomes from USPTO patents with 853,638 reactions. Task: Predict the reaction yield, written as a fraction of the theoretical maximum amount of product (1.0 means a 100% yield; for example, 0.34 means a 34% yield). (1) The reactants are [OH:1][CH2:2][CH2:3][N:4]1[CH2:8][CH2:7][CH2:6][C:5]1=[O:9].[N+:10]([C:13]1[CH:20]=[CH:19][CH:18]=[C:17]([N+]([O-])=O)[C:14]=1[C:15]#[N:16])([O-:12])=[O:11]. No catalyst specified. The product is [N+:10]([C:13]1[CH:20]=[CH:19][CH:18]=[C:17]([O:1][CH2:2][CH2:3][N:4]2[CH2:8][CH2:7][CH2:6][C:5]2=[O:9])[C:14]=1[C:15]#[N:16])([O-:12])=[O:11]. The yield is 0.740. (2) The reactants are C[N:2]([CH3:19])[C:3]([C:5]1[N:14]([CH:15]2[CH2:18][CH2:17][CH2:16]2)[C:8]2[N:9]=[C:10](Cl)[N:11]=[CH:12][C:7]=2[CH:6]=1)=[O:4].[C:20]([O:24][C:25]([N:27]1[CH:32]2[CH2:33][CH2:34][CH:28]1[CH2:29][N:30]([C:35]([C:37]1[CH:38]=[N:39][C:40]([NH2:43])=[CH:41][CH:42]=1)=[O:36])[CH2:31]2)=[O:26])([CH3:23])([CH3:22])[CH3:21]. No catalyst specified. The product is [C:20]([O:24][C:25]([N:27]1[CH:28]2[CH2:34][CH2:33][CH:32]1[CH2:31][N:30]([C:35]([C:37]1[CH:38]=[N:39][C:40]([NH:43][C:10]3[N:11]=[CH:12][C:7]4[CH:6]=[C:5]([C:3](=[O:4])[NH:2][CH3:19])[N:14]([CH:15]5[CH2:16][CH2:17][CH2:18]5)[C:8]=4[N:9]=3)=[CH:41][CH:42]=1)=[O:36])[CH2:29]2)=[O:26])([CH3:23])([CH3:21])[CH3:22]. The yield is 0.500. (3) The reactants are [Cl:1][C:2]1[CH:3]=[CH:4][C:5]2[N:6]([C:8]([C:11]#[C:12][Si](C)(C)C)=[CH:9][N:10]=2)[N:7]=1.C([O-])([O-])=O.[K+].[K+]. The catalyst is C1COCC1.CO. The product is [Cl:1][C:2]1[CH:3]=[CH:4][C:5]2[N:6]([C:8]([C:11]#[CH:12])=[CH:9][N:10]=2)[N:7]=1. The yield is 0.563. (4) The product is [Br:7][C:8]1[CH:13]=[CH:12][C:11]([C@@H:14]([N:16]=[C:1]=[O:4])[CH3:15])=[CH:10][CH:9]=1. The catalyst is ClCCl. The yield is 0.794. The reactants are [C:1](=[O:4])(O)[O-].[Na+].O.[Br:7][C:8]1[CH:13]=[CH:12][C:11]([C@@H:14]([NH2:16])[CH3:15])=[CH:10][CH:9]=1.ClC(Cl)(OC(=O)OC(Cl)(Cl)Cl)Cl.